Task: Predict which catalyst facilitates the given reaction.. Dataset: Catalyst prediction with 721,799 reactions and 888 catalyst types from USPTO (1) Product: [F:23][C:24]1[CH:29]=[CH:28][C:27]([S:30]([N:14]2[CH2:15][CH2:16][CH:11]([CH2:10][CH2:9][CH2:8][C:7]([C:3]3[O:2][CH:6]=[CH:5][N:4]=3)=[O:17])[CH2:12][CH2:13]2)(=[O:32])=[O:31])=[CH:26][CH:25]=1. Reactant: Cl.[O:2]1[CH:6]=[CH:5][N:4]=[C:3]1[C:7](=[O:17])[CH2:8][CH2:9][CH2:10][CH:11]1[CH2:16][CH2:15][NH:14][CH2:13][CH2:12]1.C([O-])(O)=O.[Na+].[F:23][C:24]1[CH:29]=[CH:28][C:27]([S:30](Cl)(=[O:32])=[O:31])=[CH:26][CH:25]=1. The catalyst class is: 25. (2) Reactant: Cl[C:2]1[N:10]=[C:9]2[C:5]([N:6]=[CH:7][N:8]2[CH:11]([CH3:13])[CH3:12])=[C:4]([NH:14][CH2:15][C:16]2[CH:21]=[CH:20][C:19]([O:22][CH3:23])=[CH:18][CH:17]=2)[N:3]=1.[CH3:24][O:25][C:26]1[CH:32]=[CH:31][C:29]([NH2:30])=[CH:28][CH:27]=1.CC([O-])(C)C.[K+]. Product: [CH3:24][O:25][C:26]1[CH:32]=[CH:31][C:29]([NH:30][C:2]2[N:10]=[C:9]3[C:5]([N:6]=[CH:7][N:8]3[CH:11]([CH3:13])[CH3:12])=[C:4]([NH:14][CH2:15][C:16]3[CH:21]=[CH:20][C:19]([O:22][CH3:23])=[CH:18][CH:17]=3)[N:3]=2)=[CH:28][CH:27]=1. The catalyst class is: 110. (3) Product: [ClH:8].[N+:1]([C:4]1[CH:5]=[C:6]([CH:9]=[CH:10][CH:11]=1)[CH2:7][N:20]([CH3:19])[CH2:21][CH2:22][OH:23])([O-:3])=[O:2]. The catalyst class is: 9. Reactant: [N+:1]([C:4]1[CH:5]=[C:6]([CH:9]=[CH:10][CH:11]=1)[CH2:7][Cl:8])([O-:3])=[O:2].C(N(CC)CC)C.[CH3:19][NH:20][CH2:21][CH2:22][OH:23].